Dataset: Experimentally validated miRNA-target interactions with 360,000+ pairs, plus equal number of negative samples. Task: Binary Classification. Given a miRNA mature sequence and a target amino acid sequence, predict their likelihood of interaction. (1) The protein sequence of the target gene is MFPFALLYVLSVSFRKIFILQLVGLVLTYDFTNCDFEKIKAAYLSTISKDLITYMSGTKSTEFNNTVSCSNRPHCLTEIQSLTFNPTAGCASLAKEMFAMKTKAALAIWCPGYSETQINATQAMKKRRKRKVTTNKCLEQVSQLQGLWRRFNRPLLKQQ. Result: 1 (interaction). The miRNA is hsa-miR-1266-5p with sequence CCUCAGGGCUGUAGAACAGGGCU. (2) The miRNA is hsa-miR-3160-5p with sequence GGCUUUCUAGUCUCAGCUCUCC. The protein sequence of the target gene is MQSDDVIWDTLGNKQFCSFKIRTKTQSFCRNEYSLTGLCNRSSCPLANSQYATIKEEKGQCYLYMKVIERAAFPRRLWERVRLSKNYEKALEQIDENLIYWPRFIRHKCKQRFTKITQYLIRIRKLTLKRQRKLVPLSKKVERREKRREEKALIAAQLDNAIEKELLERLKQDTYGDIYNFPIHAFDKALEQQEAESDSSDTEEKDDDDDDEEDVGKREFVEDGEVDESDISDFEDMDKLDASSDEDQDGKSSSEEEEEKALSAKHKGKMPLRGPLQRKRAYVEIEYEQETEPVAKAKTT.... Result: 1 (interaction). (3) The miRNA is hsa-miR-5585-5p with sequence UGAAGUACCAGCUACUCGAGAG. The protein sequence of the target gene is MQLEIKVALNFIISYLYNKLPRRRADLFGEELERLLRKKYEGHWYPEKPLKGSGFRCVHIGEVVDPVVELAAKRSGLAVEDVRANVPEELSVWIDPFEVSYQIGEKGVVKVLYLGDSEASGTPELDKEIKSSFNPDAQVFVPIGSQDSSLSSSPSPSFGQSPSPTFIPRSAQPITFTTASFAATKFGSTKMKKGGGASGGVSVGGSGAGGQQPPPQQPRMARSPTKNLLKHKSLSLSMHSLNLIPANPAPQSQLSPNAKEFVYNGGGSPSLFFDGVEGPSTSTTAPFGSGGASTCNSSSF.... Result: 0 (no interaction). (4) The miRNA is hsa-miR-4651 with sequence CGGGGUGGGUGAGGUCGGGC. The protein sequence of the target gene is MNDQYHRAARDGYLELLKEATRKELNAPDEDGMTPTLWAAYHGNLESLRLIVSRGGDPDKCDIWGNTPLHLAASNGHLHCLSFLVSFGANIWCLDNDYHTPLDMAAMKGHMECVRYLDSIAAKQSSLNPKLVGKLKDKAFREAERRIRECAKLQRRHHERMERRYRRELAERSDTLSFSSLTSSTLSRRLQHLALGSHLPYSQATLHGTARGKTKMQKKLERRKQGGEGTFKVSEDGRKSARSLSGLQLGSDVMFVRQGTYANPKEWGRAPLRDMFLSDEDSVSRATLAAEPAHSEVSTD.... Result: 1 (interaction). (5) The miRNA is mmu-miR-6948-5p with sequence AGUUCAGACAGGACUGUGACAC. The protein sequence of the target gene is MALLRKINQVLLFLLIVTLCVILYKKVHKGTVPKNDADDESETPEELEEEIPVVICAAAGRMGATMAAINSIYSNTDANILFYVVGLRNTLTRIRKWIEHSKLREINFKIVEFNPMVLKGKIRPDSSRPELLQPLNFVRFYLPLLIHQHEKVIYLDDDVIVQGDIQELYDTTLALGHAAAFSDDCDLPSAQDINRLVGLQNTYMGYLDYRKKAIKDLGISPSTCSFNPGVIVANMTEWKHQRITKQLEKWMQKNVEENLYSSSLGGGVATSPMLIVFHGKYSTINPLWHIRHLGWNPDAR.... Result: 0 (no interaction). (6) The miRNA is hsa-miR-324-5p with sequence CGCAUCCCCUAGGGCAUUGGUG. The protein sequence of the target gene is MGPERHLSGAPARMATVVLGGDTMGPERIFPNQTEELGHQGPSEGTGDWSSEEPEEEQEETGSGPAGYSYQPLNQDPEQEEVELAPVGDGDVVADIQDRIQALGLHLPDPPLESEDEDEEGATALNNHSSIPMDPEHVELVKRTMAGVSLPAPGVPAWAREISDAQWEDVVQKALQARQASPAWK. Result: 1 (interaction). (7) The miRNA is hsa-miR-193b-3p with sequence AACUGGCCCUCAAAGUCCCGCU. The protein sequence of the target gene is MPGKLRSDAGLESDTAMKKGETLRKQTEEKEKKEKPKSDKTEEIAEEEETVFPKAKQVKKKAEPSEVDMNSPKSKKAKKKEEPSQNDISPKTKSLRKKKEPIEKKVVSSKTKKVTKNEEPSEEEIDAPKPKKMKKEKEMNGETREKSPKLKNGFPHPEPDCNPSEAASEESNSEIEQEIPVEQKEGAFSNFPISEETIKLLKGRGVTFLFPIQAKTFHHVYSGKDLIAQARTGTGKTFSFAIPLIEKLHGELQDRKRGRAPQVLVLAPTRELANQVSKDFSDITKKLSVACFYGGTPYGG.... Result: 1 (interaction). (8) The miRNA is hsa-miR-3944-3p with sequence UUCGGGCUGGCCUGCUGCUCCGG. The protein sequence of the target gene is MASSGGGNTGAGGTSGLGLGLGLSLGMGEATGDAEEEAAAAEAVGRLATSLWLRLRGWEAVLAAAQRLLVWEKPLHSLVTAATLNGLFWLLSSSSLRPFFLLSISLLTYFLLDLWHPRFLPDVSAPPPEEPHSDSEGAGSGAQPHLLSVPELCRYLAESWLTFQIHLQELLQYKRQNPAQFCARGCAACAVLAVLGHYVPGVMISYIVLLSILLWPLVVYHELIQRMYTRLEPLLMQLDYSMKAEADALHHKHDKRKRQGKSAPPAGDEPLAETESESEAELAGFSPVVDVKKTALALAI.... Result: 0 (no interaction). (9) The miRNA is hsa-miR-5681a with sequence AGAAAGGGUGGCAAUACCUCUU. The protein sequence of the target gene is MGDYGFGVLVQSNTGNKSAFPVRFHPHLQPPHHHQNATPNPAAFINNNTAANGSSAGSAWLFPAPATHNIQDEILGSEKAKSQQQEQQDPLEKQQLSPSPGQEAGILPETEKAKAEENPGDSSSENSNGKEKLRIESPVLTGFDYQEATGLGTSTQPLTSSASSLTGFSNWSAAIAPSSSTIINEDASFFHQGGVPGASANNGALLFQNFPHHVSPGFGGSFSPQIGPLSQHHPHHPHFQHHHSQHQQQRRSPASPHPPPFTHRSAAFNQLPHLANNLNKPPSPWSSYQSPSPTPSSSWS.... Result: 0 (no interaction).